Dataset: Catalyst prediction with 721,799 reactions and 888 catalyst types from USPTO. Task: Predict which catalyst facilitates the given reaction. Reactant: [O:1]1[CH2:6][CH2:5][CH2:4][CH2:3][CH:2]1[N:7]1[C:15]2[C:10](=[CH:11][C:12]([C:16]3[CH:21]=[CH:20][CH:19]=[CH:18][C:17]=3[C:22]#[C:23][Si](C)(C)C)=[CH:13][CH:14]=2)[C:9]([C:28]2[N:33]=[C:32]([O:34][C@H:35]3[CH2:42][N:41]([C:43]([O:45][C:46]([CH3:49])([CH3:48])[CH3:47])=[O:44])[CH2:40][CH2:39][C:36]43[CH2:38][CH2:37]4)[CH:31]=[N:30][CH:29]=2)=[N:8]1.C(=O)([O-])[O-].[K+].[K+]. Product: [C:22]([C:17]1[CH:18]=[CH:19][CH:20]=[CH:21][C:16]=1[C:12]1[CH:11]=[C:10]2[C:15](=[CH:14][CH:13]=1)[N:7]([CH:2]1[CH2:3][CH2:4][CH2:5][CH2:6][O:1]1)[N:8]=[C:9]2[C:28]1[N:33]=[C:32]([O:34][C@H:35]2[CH2:42][N:41]([C:43]([O:45][C:46]([CH3:49])([CH3:48])[CH3:47])=[O:44])[CH2:40][CH2:39][C:36]32[CH2:38][CH2:37]3)[CH:31]=[N:30][CH:29]=1)#[CH:23]. The catalyst class is: 191.